Dataset: NCI-60 drug combinations with 297,098 pairs across 59 cell lines. Task: Regression. Given two drug SMILES strings and cell line genomic features, predict the synergy score measuring deviation from expected non-interaction effect. Drug 1: C1CCC(C1)C(CC#N)N2C=C(C=N2)C3=C4C=CNC4=NC=N3. Drug 2: CC1=C(C=C(C=C1)NC(=O)C2=CC=C(C=C2)CN3CCN(CC3)C)NC4=NC=CC(=N4)C5=CN=CC=C5. Cell line: SF-295. Synergy scores: CSS=1.04, Synergy_ZIP=-0.354, Synergy_Bliss=-2.18, Synergy_Loewe=-4.19, Synergy_HSA=-3.78.